From a dataset of Full USPTO retrosynthesis dataset with 1.9M reactions from patents (1976-2016). Predict the reactants needed to synthesize the given product. (1) Given the product [Cl:1][C:2]1[CH:7]=[CH:6][C:5]([C:8](=[O:18])[NH:9][CH2:10][C:11]2[CH:16]=[CH:15][CH:14]=[C:13]([Cl:17])[CH:12]=2)=[CH:4][C:3]=1[NH:19][C:20]([C:22]1[C:35](=[O:36])[NH:34][C:25]2[N:26]=[C:27]([NH:46][CH2:45][CH2:44][N:41]3[CH2:42][CH2:43][N:38]([CH3:37])[CH2:39][CH2:40]3)[N:28]=[CH:29][C:24]=2[CH:23]=1)=[O:21], predict the reactants needed to synthesize it. The reactants are: [Cl:1][C:2]1[CH:7]=[CH:6][C:5]([C:8](=[O:18])[NH:9][CH2:10][C:11]2[CH:16]=[CH:15][CH:14]=[C:13]([Cl:17])[CH:12]=2)=[CH:4][C:3]=1[NH:19][C:20]([C:22]1[C:35](=[O:36])[NH:34][C:25]2[N:26]=[C:27](S(C)(=O)=O)[N:28]=[CH:29][C:24]=2[CH:23]=1)=[O:21].[CH3:37][N:38]1[CH2:43][CH2:42][N:41]([CH2:44][CH2:45][NH2:46])[CH2:40][CH2:39]1.CN(C=O)C. (2) The reactants are: [CH2:1]([O:3][C:4](=[O:24])[C:5]1[CH:10]=[CH:9][C:8]([O:11][C:12]2[CH:17]=[CH:16][C:15]([O:18][C:19]([F:22])([F:21])[F:20])=[CH:14][CH:13]=2)=[N:7][C:6]=1Cl)[CH3:2].[C:25]([C:27]1[CH:32]=[CH:31][C:30]([OH:33])=[CH:29][CH:28]=1)#[N:26]. Given the product [CH2:1]([O:3][C:4](=[O:24])[C:5]1[CH:10]=[CH:9][C:8]([O:11][C:12]2[CH:17]=[CH:16][C:15]([O:18][C:19]([F:22])([F:21])[F:20])=[CH:14][CH:13]=2)=[N:7][C:6]=1[O:33][C:30]1[CH:31]=[CH:32][C:27]([C:25]#[N:26])=[CH:28][CH:29]=1)[CH3:2], predict the reactants needed to synthesize it. (3) Given the product [CH:12]1([C@@H:16]([NH:18][CH2:2][C:3]2[CH:10]=[CH:9][C:6]([C:7]#[N:8])=[CH:5][CH:4]=2)[CH3:17])[CH2:15][CH2:14][CH2:13]1, predict the reactants needed to synthesize it. The reactants are: Br[CH2:2][C:3]1[CH:10]=[CH:9][C:6]([C:7]#[N:8])=[CH:5][CH:4]=1.Cl.[CH:12]1([C@@H:16]([NH2:18])[CH3:17])[CH2:15][CH2:14][CH2:13]1.CCN(C(C)C)C(C)C. (4) Given the product [Cl:16][C:11]1[CH:12]=[CH:13][CH:14]=[CH:15][C:10]=1[C:9]([NH:8][C@H:4]1[CH2:5][CH2:6][CH2:7][C@@H:3]1[NH:2][C:19]1[CH:24]=[CH:23][C:22]([C:25]([F:28])([F:27])[F:26])=[CH:21][N:20]=1)=[O:17], predict the reactants needed to synthesize it. The reactants are: Cl.[NH2:2][C@H:3]1[CH2:7][CH2:6][CH2:5][C@@H:4]1[NH:8][C:9](=[O:17])[C:10]1[CH:15]=[CH:14][CH:13]=[CH:12][C:11]=1[Cl:16].Cl[C:19]1[CH:24]=[CH:23][C:22]([C:25]([F:28])([F:27])[F:26])=[CH:21][N:20]=1.CCN(C(C)C)C(C)C. (5) Given the product [Cl:26][C:23]1[CH:24]=[CH:25][C:20]([N:19]2[C:10]3=[C:11]4[C:15](=[C:6]5[N:5]([CH3:27])[CH:4]=[CH:3][C:2]([NH:1][S:30]([CH2:28][CH3:29])(=[O:32])=[O:31])=[C:7]5[CH:8]=[N:9]3)[C:14](=[O:16])[NH:13][C:12]4=[CH:17][CH2:18]2)=[CH:21][CH:22]=1, predict the reactants needed to synthesize it. The reactants are: [NH2:1][C:2]1[CH:3]=[CH:4][N:5]([CH3:27])[C:6]2[C:7]=1[CH:8]=[N:9][C:10]1[N:19]([C:20]3[CH:25]=[CH:24][C:23]([Cl:26])=[CH:22][CH:21]=3)[CH2:18][CH:17]=[C:12]3[NH:13][C:14](=[O:16])[C:15]=2[C:11]=13.[CH2:28]([S:30](Cl)(=[O:32])=[O:31])[CH3:29].C(N(CC)CC)C.